From a dataset of Catalyst prediction with 721,799 reactions and 888 catalyst types from USPTO. Predict which catalyst facilitates the given reaction. (1) Reactant: [C:1]([NH:4][CH2:5][C:6]1[NH:10][C:9](=[O:11])[C:8]2([CH2:16][CH2:15][N:14](C(OC(C)(C)C)=O)[CH2:13][CH2:12]2)[N:7]=1)(=[O:3])[CH3:2].C(Cl)Cl.[C:27]([OH:33])([C:29]([F:32])([F:31])[F:30])=[O:28]. Product: [O:11]=[C:9]1[C:8]2([CH2:12][CH2:13][NH:14][CH2:15][CH2:16]2)[N:7]=[C:6]([CH2:5][NH:4][C:1](=[O:3])[CH3:2])[NH:10]1.[C:27]([OH:33])([C:29]([F:32])([F:31])[F:30])=[O:28]. The catalyst class is: 2. (2) Reactant: [CH3:1][N:2]([CH3:22])[C:3]([O:5][C:6]1[CH:11]=[CH:10][C:9]([CH:12]([OH:19])[CH2:13][C:14](OCC)=[O:15])=[C:8]([CH:20]=[CH2:21])[CH:7]=1)=[O:4].[BH4-].[Li+].O.Cl. Product: [CH3:22][N:2]([CH3:1])[C:3](=[O:4])[O:5][C:6]1[CH:11]=[CH:10][C:9]([CH:12]([OH:19])[CH2:13][CH2:14][OH:15])=[C:8]([CH:20]=[CH2:21])[CH:7]=1. The catalyst class is: 7. (3) Reactant: [NH:1]1[CH2:10][CH2:9][CH:4]([C:5]([O:7][CH3:8])=[O:6])[CH2:3][CH2:2]1.[CH3:11][C:12]([O:15][C:16](O[C:16]([O:15][C:12]([CH3:14])([CH3:13])[CH3:11])=[O:17])=[O:17])([CH3:14])[CH3:13].C(N(CC)CC)C. Product: [CH3:8][O:7][C:5]([CH:4]1[CH2:9][CH2:10][N:1]([C:16]([O:15][C:12]([CH3:14])([CH3:13])[CH3:11])=[O:17])[CH2:2][CH2:3]1)=[O:6]. The catalyst class is: 5. (4) Reactant: [CH3:1][C:2]1[CH:9]=[CH:8][C:5]([CH:6]=O)=[C:4]([NH:10][C:11]2[CH:16]=[CH:15][CH:14]=[C:13]([S:17][CH3:18])[CH:12]=2)[N:3]=1.[N:19]1[CH:24]=[CH:23][C:22]([CH2:25][CH2:26][CH2:27][CH2:28][C:29](OCC)=[O:30])=[CH:21][CH:20]=1.[Li+].CC([N-]C(C)C)C. Product: [CH3:1][C:2]1[N:3]=[C:4]2[C:5]([CH:6]=[C:28]([CH2:27][CH2:26][CH2:25][C:22]3[CH:23]=[CH:24][N:19]=[CH:20][CH:21]=3)[C:29](=[O:30])[N:10]2[C:11]2[CH:16]=[CH:15][CH:14]=[C:13]([S:17][CH3:18])[CH:12]=2)=[CH:8][CH:9]=1. The catalyst class is: 25. (5) Reactant: C(OC([N:8]([C:17]1([C:24]([O:26][CH2:27][CH3:28])=[O:25])[CH2:21][C:20](=[O:22])[NH:19][C:18]1=[O:23])NC(OC(C)(C)C)=O)=O)(C)(C)C.FC(F)(F)C(O)=O. Product: [NH2:8][C:17]1([C:24]([O:26][CH2:27][CH3:28])=[O:25])[CH2:21][C:20](=[O:22])[NH:19][C:18]1=[O:23]. The catalyst class is: 4. (6) Reactant: [Cl:1][C:2]1[NH:3][C:4](Cl)=[C:5]2[C:9]([N:10]=1)=[N:8][CH:7]=[N:6]2.[NH3:12]. Product: [Cl:1][C:2]1[NH:3][C:4]([NH2:12])=[C:5]2[C:9]([N:10]=1)=[N:8][CH:7]=[N:6]2. The catalyst class is: 32. (7) Reactant: [F:1][C:2]1[CH:7]=[CH:6][C:5]([CH:8]([CH2:11][C:12]2[CH:17]=[C:16]([CH3:18])[CH:15]=[CH:14][C:13]=2[N+:19]([O-])=O)[C:9]#N)=[CH:4][CH:3]=1. Product: [F:1][C:2]1[CH:3]=[CH:4][C:5]([CH:8]2[CH2:11][C:12]3[C:13](=[CH:14][CH:15]=[C:16]([CH3:18])[CH:17]=3)[NH:19][CH2:9]2)=[CH:6][CH:7]=1. The catalyst class is: 358. (8) Reactant: [CH2:1]([O:3][C:4]1[CH:12]=[CH:11][CH:10]=[CH:9][C:5]=1[C:6]([OH:8])=[O:7])[CH3:2].[Br:13]N1C(=O)CCC1=O. Product: [Br:13][C:10]1[CH:11]=[CH:12][C:4]([O:3][CH2:1][CH3:2])=[C:5]([CH:9]=1)[C:6]([OH:8])=[O:7]. The catalyst class is: 10. (9) Reactant: [CH:1]1([N:7]([CH:19]2[CH2:24][CH2:23][CH2:22][CH2:21][CH2:20]2)[C:8]([NH:10][C:11]2[S:12][CH:13]=[C:14]([CH:16]=[N:17][OH:18])[N:15]=2)=[O:9])[CH2:6][CH2:5][CH2:4][CH2:3][CH2:2]1.[CH3:25][S:26](Cl)(=[O:28])=[O:27].CCN(C(C)C)C(C)C. Product: [CH:19]1([N:7]([CH:1]2[CH2:2][CH2:3][CH2:4][CH2:5][CH2:6]2)[C:8]([NH:10][C:11]2[S:12][CH:13]=[C:14]([C:16]([S:26]([CH3:25])(=[O:28])=[O:27])=[N:17][OH:18])[N:15]=2)=[O:9])[CH2:24][CH2:23][CH2:22][CH2:21][CH2:20]1. The catalyst class is: 2.